Dataset: Full USPTO retrosynthesis dataset with 1.9M reactions from patents (1976-2016). Task: Predict the reactants needed to synthesize the given product. Given the product [Cl:8][C:6]1[CH:7]=[C:2]([C:29]2[CH:28]=[N:27][CH:32]=[CH:31][CH:30]=2)[CH:3]=[C:4]([Cl:20])[C:5]=1[C:9]([N:11]1[C:19]2[CH:18]=[CH:17][N:16]=[CH:15][C:14]=2[CH:13]=[CH:12]1)=[O:10], predict the reactants needed to synthesize it. The reactants are: Br[C:2]1[CH:7]=[C:6]([Cl:8])[C:5]([C:9]([N:11]2[C:19]3[CH:18]=[CH:17][N:16]=[CH:15][C:14]=3[CH:13]=[CH:12]2)=[O:10])=[C:4]([Cl:20])[CH:3]=1.C(=O)([O-])[O-].[K+].[K+].[N:27]1[CH:32]=[CH:31][CH:30]=[C:29](B(O)O)[CH:28]=1.O.